From a dataset of Full USPTO retrosynthesis dataset with 1.9M reactions from patents (1976-2016). Predict the reactants needed to synthesize the given product. (1) Given the product [ClH:22].[CH:1]1([S:5]([C:8]2[CH:13]=[CH:12][C:11]([N:16]3[CH2:21][CH2:20][NH:19][CH2:18][CH2:17]3)=[C:10]([F:15])[CH:9]=2)(=[O:7])=[O:6])[CH2:4][CH2:3][CH2:2]1, predict the reactants needed to synthesize it. The reactants are: [CH:1]1([S:5]([C:8]2[CH:13]=[CH:12][C:11](F)=[C:10]([F:15])[CH:9]=2)(=[O:7])=[O:6])[CH2:4][CH2:3][CH2:2]1.[NH:16]1[CH2:21][CH2:20][NH:19][CH2:18][CH2:17]1.[ClH:22]. (2) Given the product [C:13]([O:11][C:10](=[O:12])[C@H:2]([CH2:3][C:4]1[CH:9]=[CH:8][CH:7]=[CH:6][CH:5]=1)[NH2:1])(=[O:21])[CH3:14], predict the reactants needed to synthesize it. The reactants are: [NH2:1][C@H:2]([C:10]([OH:12])=[O:11])[CH2:3][C:4]1[CH:9]=[CH:8][CH:7]=[CH:6][CH:5]=1.[CH2:13]([OH:21])[CH2:14]CCCCCC.O.C1(C)C=CC(S(O)(=O)=O)=CC=1. (3) Given the product [C:1]([O:5][C:6](=[O:34])[NH:7][C@H:8]([CH2:32][O:33][CH:40]([O:39][CH2:38][CH2:37][C:36]([CH3:43])([CH3:42])[CH3:35])[CH2:41][I:44])[C@@H:9]([O:24][CH2:25][C:26]1[CH:31]=[CH:30][CH:29]=[CH:28][CH:27]=1)[C@@H:10]([NH:20][C:21](=[O:23])[CH3:22])[CH2:11][C:12]1[CH:13]=[C:14]([F:19])[CH:15]=[C:16]([F:18])[CH:17]=1)([CH3:2])([CH3:4])[CH3:3], predict the reactants needed to synthesize it. The reactants are: [C:1]([O:5][C:6](=[O:34])[NH:7][C@H:8]([CH2:32][OH:33])[C@@H:9]([O:24][CH2:25][C:26]1[CH:31]=[CH:30][CH:29]=[CH:28][CH:27]=1)[C@@H:10]([NH:20][C:21](=[O:23])[CH3:22])[CH2:11][C:12]1[CH:17]=[C:16]([F:18])[CH:15]=[C:14]([F:19])[CH:13]=1)([CH3:4])([CH3:3])[CH3:2].[CH3:35][C:36]([CH3:43])([CH3:42])[CH2:37][CH2:38][O:39][CH:40]=[CH2:41].[I:44]N1C(=O)CCC1=O. (4) Given the product [F:1][C:2]1[CH:3]=[CH:4][C:5]([CH2:6][N:7]2[C:11]3[CH:12]=[N:13][C:14]4[C:15](=[O:29])[N:16]([OH:20])[CH2:17][CH2:18][C:19]=4[C:10]=3[C:9]([CH2:30][N:31]3[CH2:32][CH2:33][CH:34]([O:37][CH3:38])[CH2:35][CH2:36]3)=[CH:8]2)=[CH:39][CH:40]=1, predict the reactants needed to synthesize it. The reactants are: [F:1][C:2]1[CH:40]=[CH:39][C:5]([CH2:6][N:7]2[C:11]3[CH:12]=[N:13][C:14]4[C:15](=[O:29])[N:16]([O:20]COCC[Si](C)(C)C)[CH2:17][CH2:18][C:19]=4[C:10]=3[C:9]([CH2:30][N:31]3[CH2:36][CH2:35][CH:34]([O:37][CH3:38])[CH2:33][CH2:32]3)=[CH:8]2)=[CH:4][CH:3]=1.Cl. (5) Given the product [CH3:17][NH:18][CH:4]1[CH2:5][CH2:6][NH:1][C:2](=[O:8])[CH2:3]1, predict the reactants needed to synthesize it. The reactants are: [NH:1]1[CH2:6][CH2:5][C:4](=O)[CH2:3][C:2]1=[O:8].CC(O)=O.CN.Cl.[BH3-][C:17]#[N:18].[Na+].